From a dataset of Retrosynthesis with 50K atom-mapped reactions and 10 reaction types from USPTO. Predict the reactants needed to synthesize the given product. (1) The reactants are: CCCN.Cn1c(=O)n(CCCO[Si](C)(C)C(C)(C)C)c(=O)c2c1nc(Br)n2Cc1ccc(Cl)cc1. Given the product CCCNc1nc2c(c(=O)n(CCCO[Si](C)(C)C(C)(C)C)c(=O)n2C)n1Cc1ccc(Cl)cc1, predict the reactants needed to synthesize it. (2) Given the product Fc1ccc(CNc2nc(-c3ccno3)nc3sc(Cl)cc23)cc1, predict the reactants needed to synthesize it. The reactants are: Clc1cc2c(Cl)nc(-c3ccno3)nc2s1.NCc1ccc(F)cc1. (3) Given the product Cc1onc(-c2cccc(F)c2)c1CNc1ccc(C(=O)NCC(F)(F)F)cn1, predict the reactants needed to synthesize it. The reactants are: COC(=O)c1ccc(NCc2c(-c3cccc(F)c3)noc2C)nc1.NCC(F)(F)F. (4) The reactants are: CC(=O)c1ccc(C=NNC(N)=S)c(N)c1.O=C(CBr)c1ccc(F)cc1. Given the product CC(=O)c1ccc(C=NNc2nc(-c3ccc(F)cc3)cs2)c(N)c1, predict the reactants needed to synthesize it. (5) Given the product Cc1cccc(Nc2nc(-c3ccncc3)cs2)c1, predict the reactants needed to synthesize it. The reactants are: Cc1cccc(NC(N)=S)c1.O=C(CBr)c1ccncc1.